This data is from Forward reaction prediction with 1.9M reactions from USPTO patents (1976-2016). The task is: Predict the product of the given reaction. (1) The product is: [Cl:1][C:2]1[N:11]=[C:10]([NH:26][C:23]2[CH:24]=[CH:25][C:20]([O:19][CH3:18])=[CH:21][CH:22]=2)[C:9]2[C:4](=[CH:5][CH:6]=[C:7]([C:13]3[O:14][CH:15]=[CH:16][CH:17]=3)[CH:8]=2)[N:3]=1. Given the reactants [Cl:1][C:2]1[N:11]=[C:10](Cl)[C:9]2[C:4](=[CH:5][CH:6]=[C:7]([C:13]3[O:14][CH:15]=[CH:16][CH:17]=3)[CH:8]=2)[N:3]=1.[CH3:18][O:19][C:20]1[CH:25]=[CH:24][C:23]([NH2:26])=[CH:22][CH:21]=1.C(N(CC)CC)C.CCOC(C)=O, predict the reaction product. (2) Given the reactants Cl[C:2]1[CH:3]=[C:4]([NH:11][C:12]2[CH:17]=[CH:16][C:15]([O:18][CH3:19])=[C:14]([O:20][CH3:21])[N:13]=2)[C:5]2[N:6]([CH:8]=[CH:9][N:10]=2)[N:7]=1.[NH:22]1[CH2:27][CH2:26][CH2:25][CH:24]([C:28]([O:30]C)=[O:29])[CH2:23]1, predict the reaction product. The product is: [CH3:19][O:18][C:15]1[CH:16]=[CH:17][C:12]([NH:11][C:4]2[C:5]3[N:6]([CH:8]=[CH:9][N:10]=3)[N:7]=[C:2]([N:22]3[CH2:27][CH2:26][CH2:25][CH:24]([C:28]([OH:30])=[O:29])[CH2:23]3)[CH:3]=2)=[N:13][C:14]=1[O:20][CH3:21]. (3) The product is: [ClH:25].[C:1]([C:3]1[CH:4]=[C:5]([CH:20]=[CH:21][CH:22]=1)[CH:6]=[C:7]1[CH2:12][CH2:11][NH:10][CH2:9][CH2:8]1)#[N:2]. Given the reactants [C:1]([C:3]1[CH:4]=[C:5]([CH:20]=[CH:21][CH:22]=1)[CH:6]=[C:7]1[CH2:12][CH2:11][N:10](C(OC(C)(C)C)=O)[CH2:9][CH2:8]1)#[N:2].CO.[ClH:25], predict the reaction product. (4) Given the reactants [CH2:1]([NH:8][S:9]([C:12]1[CH:17]=[CH:16][CH:15]=[CH:14][CH:13]=1)(=[O:11])=[O:10])[C:2]1[CH:7]=[CH:6][CH:5]=[CH:4][CH:3]=1.Br[CH2:19][C:20]([C:22]1[CH:27]=[CH:26][CH:25]=[CH:24][CH:23]=1)=[O:21].C(=O)([O-])[O-].[Cs+].[Cs+], predict the reaction product. The product is: [CH2:1]([N:8]([CH2:19][C:20](=[O:21])[C:22]1[CH:27]=[CH:26][CH:25]=[CH:24][CH:23]=1)[S:9]([C:12]1[CH:17]=[CH:16][CH:15]=[CH:14][CH:13]=1)(=[O:10])=[O:11])[C:2]1[CH:3]=[CH:4][CH:5]=[CH:6][CH:7]=1. (5) Given the reactants [CH3:1][NH:2][S:3]([CH3:6])(=[O:5])=[O:4].[Cl:7][C:8]1[N:13]=[C:12]([Cl:14])[C:11]([Cl:15])=[C:10](Cl)[N:9]=1, predict the reaction product. The product is: [Cl:7][C:8]1[N:9]=[C:10]([N:2]([CH3:1])[S:3]([CH3:6])(=[O:5])=[O:4])[C:11]([Cl:15])=[C:12]([Cl:14])[N:13]=1. (6) Given the reactants [CH3:1][C:2]([CH3:32])([S@@:4]([NH:6][C@@H:7]([C:28]([F:31])([F:30])[F:29])[C@H:8]([N:14]=C(C1C=CC=CC=1)C1C=CC=CC=1)[C:9]([O:11][CH2:12][CH3:13])=[O:10])=[O:5])[CH3:3].O.C(O)(C(F)(F)F)=O, predict the reaction product. The product is: [NH2:14][C@@H:8]([C@@H:7]([NH:6][S@:4]([C:2]([CH3:1])([CH3:32])[CH3:3])=[O:5])[C:28]([F:30])([F:31])[F:29])[C:9]([O:11][CH2:12][CH3:13])=[O:10]. (7) Given the reactants C1C=CC2N(O)N=NC=2C=1.CN1CCOCC1.[C:18]([O:22][C:23]([NH:25][C@@H:26]([C:32]([OH:34])=O)[CH2:27][C:28]([CH3:31])([CH3:30])[CH3:29])=[O:24])([CH3:21])([CH3:20])[CH3:19].C(Cl)CCl.Cl.[CH3:40][O:41][C:42](=[O:50])[C@H:43]([CH2:45][C:46]([CH3:49])([CH3:48])[CH3:47])[NH2:44], predict the reaction product. The product is: [CH3:40][O:41][C:42](=[O:50])[C@H:43]([CH2:45][C:46]([CH3:48])([CH3:47])[CH3:49])[NH:44][C:32](=[O:34])[C@@H:26]([CH2:27][C:28]([CH3:29])([CH3:30])[CH3:31])[NH:25][C:23]([O:22][C:18]([CH3:19])([CH3:20])[CH3:21])=[O:24]. (8) Given the reactants [CH2:1]([O:8][C@@H:9]1[CH2:14][CH2:13][CH2:12][CH2:11][C@H:10]1[NH2:15])[C:2]1[CH:7]=[CH:6][CH:5]=[CH:4][CH:3]=1.[OH-].[Na+].[C:18](O[C:18]([O:20][C:21]([CH3:24])([CH3:23])[CH3:22])=[O:19])([O:20][C:21]([CH3:24])([CH3:23])[CH3:22])=[O:19].O, predict the reaction product. The product is: [C:21]([O:20][C:18]([NH:15][C@@H:10]1[CH2:11][CH2:12][CH2:13][CH2:14][C@H:9]1[O:8][CH2:1][C:2]1[CH:7]=[CH:6][CH:5]=[CH:4][CH:3]=1)=[O:19])([CH3:24])([CH3:23])[CH3:22]. (9) Given the reactants [CH2:1]([C@H:8]([NH:23][C:24](=[O:38])[C:25]1[CH:30]=[C:29]([N:31]2[CH2:35][CH2:34][CH2:33][C:32]2=[O:36])[CH:28]=[C:27]([OH:37])[CH:26]=1)[C@@H:9]([OH:22])[CH2:10][C@H:11]([C:13](=[O:21])[NH:14][CH2:15][CH2:16][C:17]([CH3:20])([CH3:19])[CH3:18])[CH3:12])[C:2]1[CH:7]=[CH:6][CH:5]=[CH:4][CH:3]=1.C(=O)([O-])[O-].[Cs+].[Cs+].[CH2:45](Br)[CH:46]=[CH2:47], predict the reaction product. The product is: [CH2:47]([O:37][C:27]1[CH:26]=[C:25]([CH:30]=[C:29]([N:31]2[CH2:35][CH2:34][CH2:33][C:32]2=[O:36])[CH:28]=1)[C:24]([NH:23][C@@H:8]([CH2:1][C:2]1[CH:7]=[CH:6][CH:5]=[CH:4][CH:3]=1)[C@@H:9]([OH:22])[CH2:10][C@H:11]([C:13](=[O:21])[NH:14][CH2:15][CH2:16][C:17]([CH3:19])([CH3:18])[CH3:20])[CH3:12])=[O:38])[CH:46]=[CH2:45]. (10) Given the reactants Br.[CH2:2]([N:9]1[C:21]2[C:20]3[CH:19]=[CH:18][CH:17]=[CH:16][C:15]=3[N:14]=[C:13](Cl)[C:12]=2[N:11]=[C:10]1[NH2:23])[C:3]1[CH:8]=[CH:7][CH:6]=[CH:5][CH:4]=1.[NH3:24], predict the reaction product. The product is: [CH2:2]([N:9]1[C:21]2[C:20]3[CH:19]=[CH:18][CH:17]=[CH:16][C:15]=3[N:14]=[C:13]([NH2:24])[C:12]=2[N:11]=[C:10]1[NH2:23])[C:3]1[CH:8]=[CH:7][CH:6]=[CH:5][CH:4]=1.